From a dataset of Full USPTO retrosynthesis dataset with 1.9M reactions from patents (1976-2016). Predict the reactants needed to synthesize the given product. (1) The reactants are: [CH3:1][C:2]1[CH:3]=[C:4]([OH:17])[CH:5]=[CH:6][C:7]=1B1OC(C)(C)C(C)(C)O1.[CH2:18]([O:20][C:21]([C:23]1[C:27]2[CH:28]=[CH:29][C:30](Br)=[CH:31][C:26]=2[O:25][N:24]=1)=[O:22])[CH3:19]. Given the product [CH2:18]([O:20][C:21]([C:23]1[C:27]2[CH:28]=[CH:29][C:30]([C:7]3[CH:6]=[CH:5][C:4]([OH:17])=[CH:3][C:2]=3[CH3:1])=[CH:31][C:26]=2[O:25][N:24]=1)=[O:22])[CH3:19], predict the reactants needed to synthesize it. (2) Given the product [CH2:1]([O:8][C:9]1[CH:16]=[C:15]([O:17][CH3:18])[C:14]([Br:26])=[CH:13][C:10]=1[CH:11]=[O:12])[C:2]1[CH:3]=[CH:4][CH:5]=[CH:6][CH:7]=1, predict the reactants needed to synthesize it. The reactants are: [CH2:1]([O:8][C:9]1[CH:16]=[C:15]([O:17][CH3:18])[CH:14]=[CH:13][C:10]=1[CH:11]=[O:12])[C:2]1[CH:7]=[CH:6][CH:5]=[CH:4][CH:3]=1.C1C(=O)N([Br:26])C(=O)C1.